Binary Classification. Given a drug SMILES string, predict its activity (active/inactive) in a high-throughput screening assay against a specified biological target. From a dataset of Orexin1 receptor HTS with 218,158 compounds and 233 confirmed actives. (1) The molecule is O(c1cc(cc(OC)c1)C(=O)NCC(OC)=O)C. The result is 0 (inactive). (2) The compound is S(=O)(=O)(N1CC(CCC1)C(=O)Nc1cc(OC)ccc1)c1ccc(n2nnnc2)cc1. The result is 0 (inactive). (3) The drug is O(c1c([N+]([O-])=O)cc(CN(CCO)CCO)cc1)CC. The result is 0 (inactive). (4) The drug is O(CCn1c2c(c(c1)C(/N)=N/O)cccc2)c1ccc(OC)cc1. The result is 0 (inactive). (5) The result is 0 (inactive). The molecule is O(C(=O)N1CCC(Nc2nc(OC)nc(OC)n2)CC1)CC. (6) The molecule is Brc1cc(c(O)cc1)C(OCC(=O)c1ccc(F)cc1)=O. The result is 0 (inactive).